This data is from Forward reaction prediction with 1.9M reactions from USPTO patents (1976-2016). The task is: Predict the product of the given reaction. (1) Given the reactants [C:1]([O:7][CH2:8][C@H:9]([C:15]1[C:16]([Br:28])=[C:17]2[C:22](=[CH:23][C:24]=1[CH3:25])[N:21]=[C:20]([CH2:26][OH:27])[CH:19]=[CH:18]2)[O:10][C:11]([CH3:14])([CH3:13])[CH3:12])(=[O:6])[C:2]([CH3:5])([CH3:4])[CH3:3].C(N(CC)CC)C, predict the reaction product. The product is: [C:1]([O:7][CH2:8][C@H:9]([C:15]1[C:16]([Br:28])=[C:17]2[C:22](=[CH:23][C:24]=1[CH3:25])[N:21]=[C:20]([CH:26]=[O:27])[CH:19]=[CH:18]2)[O:10][C:11]([CH3:14])([CH3:13])[CH3:12])(=[O:6])[C:2]([CH3:5])([CH3:3])[CH3:4]. (2) Given the reactants [N:1]1([CH2:5][C:6]2[CH:7]=[C:8]([CH:26]=[CH:27][CH:28]=2)[CH2:9][N:10]2[C:14]3[CH:15]=[CH:16][C:17]4[N:18]([C:19]([CH3:22])=[N:20][N:21]=4)[C:13]=3[CH:12]=[C:11]2[C:23](O)=[O:24])[CH2:4][CH2:3][CH2:2]1.[CH:29]([N:32](CC)C(C)C)(C)[CH3:30].C(N)C.CN(C(ON1N=NC2C=CC=NC1=2)=[N+](C)C)C.F[P-](F)(F)(F)(F)F.[C:65]([OH:71])([C:67]([F:70])([F:69])[F:68])=[O:66], predict the reaction product. The product is: [F:68][C:67]([F:70])([F:69])[C:65]([OH:71])=[O:66].[F:68][C:67]([F:70])([F:69])[C:65]([OH:71])=[O:66].[N:1]1([CH2:5][C:6]2[CH:7]=[C:8]([CH:26]=[CH:27][CH:28]=2)[CH2:9][N:10]2[C:14]3[CH:15]=[CH:16][C:17]4[N:18]([C:19]([CH3:22])=[N:20][N:21]=4)[C:13]=3[CH:12]=[C:11]2[C:23]([NH:32][CH2:29][CH3:30])=[O:24])[CH2:4][CH2:3][CH2:2]1. (3) Given the reactants [NH2:1][C:2]1[CH:3]=[C:4]([CH:8]=[CH:9][C:10]=1[NH2:11])[C:5]([OH:7])=[O:6].[N:12]([C:15]1[CH:20]=[CH:19][CH:18]=[CH:17][C:16]=1[C:21]([F:24])([F:23])[F:22])=[C:13]=S.NC(N)=S.C([O-])([O-])=O.[K+].[K+].Cl, predict the reaction product. The product is: [F:22][C:21]([F:23])([F:24])[C:16]1[CH:17]=[CH:18][CH:19]=[CH:20][C:15]=1[NH:12][C:13]1[NH:11][C:10]2[CH:9]=[CH:8][C:4]([C:5]([OH:7])=[O:6])=[CH:3][C:2]=2[N:1]=1. (4) Given the reactants Cl[CH2:2][C:3]([C:5]1[CH:10]=[CH:9][C:8]([F:11])=[CH:7][CH:6]=1)=[O:4].[C:12]([O-:15])(=[O:14])[CH3:13].[Na+], predict the reaction product. The product is: [F:11][C:8]1[CH:9]=[CH:10][C:5]([C:3](=[O:4])[CH2:2][O:15][C:12](=[O:14])[CH3:13])=[CH:6][CH:7]=1.